This data is from Reaction yield outcomes from USPTO patents with 853,638 reactions. The task is: Predict the reaction yield, written as a fraction of the theoretical maximum amount of product (1.0 means a 100% yield; for example, 0.34 means a 34% yield). (1) The reactants are [CH:1]1([NH:4][CH:5]2[CH2:10][CH2:9][N:8]([C:11]([O:13][C:14]([CH3:17])([CH3:16])[CH3:15])=[O:12])[CH2:7][CH2:6]2)[CH2:3][CH2:2]1.C(N(CC)CC)C.[C:25](Cl)(=O)[CH2:26][CH3:27].[OH2:30]. The catalyst is C1COCC1. The product is [CH:26]1([CH2:2][CH2:3][C:1]([NH:4][CH:5]2[CH2:6][CH2:7][N:8]([C:11]([O:13][C:14]([CH3:15])([CH3:16])[CH3:17])=[O:12])[CH2:9][CH2:10]2)=[O:30])[CH2:27][CH2:25]1. The yield is 0.890. (2) The reactants are [CH2:1]([O:3][C:4]([C:6]1[N:10]([CH2:11][C:12]2[CH:17]=[CH:16][CH:15]=[C:14]([Cl:18])[CH:13]=2)[C:9]2[CH:19]=[C:20](Br)[S:21][C:8]=2[CH:7]=1)=[O:5])[CH3:2].[F:23][C:24]([F:39])([F:38])[C:25]1[CH:26]=[C:27](B(O)O)[CH:28]=[C:29]([C:31]([F:34])([F:33])[F:32])[CH:30]=1.[O-]P([O-])([O-])=O.[K+].[K+].[K+].C(P(C(C)(C)C)C1C=CC=CC=1C1C=CC=CC=1)(C)(C)C.C([O-])([O-])=O.[Na+].[Na+]. The catalyst is C1(C)C=CC=CC=1.CC([O-])=O.CC([O-])=O.[Pd+2]. The product is [CH2:1]([O:3][C:4]([C:6]1[N:10]([CH2:11][C:12]2[CH:17]=[CH:16][CH:15]=[C:14]([Cl:18])[CH:13]=2)[C:9]2[CH:19]=[C:20]([C:27]3[CH:28]=[C:29]([C:31]([F:34])([F:32])[F:33])[CH:30]=[C:25]([C:24]([F:23])([F:39])[F:38])[CH:26]=3)[S:21][C:8]=2[CH:7]=1)=[O:5])[CH3:2]. The yield is 0.680. (3) The catalyst is [Pd]. The reactants are [CH3:1][C:2]([O:6][CH2:7][CH:8]1[CH2:12][CH:11]=[C:10]([CH3:13])[C:9]1([CH3:15])[CH3:14])([CH3:5])[CH2:3][OH:4].[CH2:16](O)C. The yield is 0.640. The product is [CH3:5][C:2]([O:6][CH2:7][CH:8]1[CH2:12][CH:11]=[C:10]([CH3:13])[C:9]1([CH3:15])[CH3:14])([CH3:1])[CH:3]([OH:4])[CH3:16]. (4) The reactants are [Na].[CH:2]([O:5][C:6]1[CH:11]=[CH:10][C:9]([N:12]2[C:17](=[O:18])[C:16]([CH2:19][C:20]3[CH:25]=[CH:24][C:23]([C:26]4[CH:31]=[CH:30][CH:29]=[CH:28][C:27]=4[C:32]4[NH:36][C:35](=[O:37])[O:34][N:33]=4)=[CH:22][CH:21]=3)=[C:15]([CH2:38][CH2:39][CH3:40])[N:14]=[C:13]2[CH3:41])=[CH:8][CH:7]=1)([CH3:4])[CH3:3].[Cl-].[Ca+2].[Cl-]. The catalyst is O. The product is [CH:2]([O:5][C:6]1[CH:11]=[CH:10][C:9]([N:12]2[C:17](=[O:18])[C:16]([CH2:19][C:20]3[CH:25]=[CH:24][C:23]([C:26]4[CH:31]=[CH:30][CH:29]=[CH:28][C:27]=4[C:32]4[NH:36][C:35](=[O:37])[O:34][N:33]=4)=[CH:22][CH:21]=3)=[C:15]([CH2:38][CH2:39][CH3:40])[N:14]=[C:13]2[CH3:41])=[CH:8][CH:7]=1)([CH3:4])[CH3:3]. The yield is 0.710. (5) The reactants are [Br:1][C:2]1[CH:13]=[CH:12][C:5]([O:6][C:7]([CH3:11])([CH3:10])[CH2:8][OH:9])=[CH:4][CH:3]=1.N1C(C)=CC=CC=1C.FC(F)(F)S(O[Si:28]([C:31]([CH3:34])([CH3:33])[CH3:32])([CH3:30])[CH3:29])(=O)=O. The catalyst is ClCCl.C(OCC)(=O)C. The product is [Br:1][C:2]1[CH:13]=[CH:12][C:5]([O:6][C:7]([CH3:10])([CH3:11])[CH2:8][O:9][Si:28]([C:31]([CH3:34])([CH3:33])[CH3:32])([CH3:30])[CH3:29])=[CH:4][CH:3]=1. The yield is 1.00.